From a dataset of Full USPTO retrosynthesis dataset with 1.9M reactions from patents (1976-2016). Predict the reactants needed to synthesize the given product. (1) Given the product [OH:1][CH:2]1[N:6]([C:7]2[CH:12]=[C:11]([C:13]([F:16])([F:15])[F:14])[C:10]([C:23]3[CH:22]=[N:27][CH:26]=[CH:25][C:24]=3[O:51][CH3:50])=[CH:9][N:8]=2)[C:5](=[O:18])[N:4]([CH3:19])[CH:3]1[CH3:20], predict the reactants needed to synthesize it. The reactants are: [OH:1][CH:2]1[N:6]([C:7]2[CH:12]=[C:11]([C:13]([F:16])([F:15])[F:14])[C:10](I)=[CH:9][N:8]=2)[C:5](=[O:18])[N:4]([CH3:19])[CH:3]1[CH3:20].C[C:22]1[N:27]=[CH:26][C:25](B(O)O)=[CH:24][CH:23]=1.C1(P(C2CCCCC2)C2CCCCC2)CCCCC1.[C:50]([O-])([O-])=[O:51].[K+].[K+].B(O)O.[O-]P([O-])([O-])=O.[K+].[K+].[K+]. (2) Given the product [F:30][C:28]1[CH:29]=[C:24]([CH:25]=[C:26]([C:31]([F:34])([F:32])[F:33])[CH:27]=1)[C:23]([NH:22][CH2:21][C:19](=[O:20])[NH:18][CH:16]1[CH2:17][N:14]([CH:10]2[CH2:11][CH2:12][CH:7]([C:1]3[CH:6]=[CH:5][CH:4]=[CH:3][CH:2]=3)[CH2:8][CH2:9]2)[CH2:15]1)=[O:35], predict the reactants needed to synthesize it. The reactants are: [C:1]1([CH:7]2[CH2:12][CH2:11][C:10](=O)[CH2:9][CH2:8]2)[CH:6]=[CH:5][CH:4]=[CH:3][CH:2]=1.[NH:14]1[CH2:17][CH:16]([NH:18][C:19]([CH2:21][NH:22][C:23](=[O:35])[C:24]2[CH:29]=[C:28]([F:30])[CH:27]=[C:26]([C:31]([F:34])([F:33])[F:32])[CH:25]=2)=[O:20])[CH2:15]1.